This data is from Peptide-MHC class II binding affinity with 134,281 pairs from IEDB. The task is: Regression. Given a peptide amino acid sequence and an MHC pseudo amino acid sequence, predict their binding affinity value. This is MHC class II binding data. (1) The peptide sequence is AEGGKATTEEQKLIE. The MHC is DRB1_1001 with pseudo-sequence DRB1_1001. The binding affinity (normalized) is 0.720. (2) The peptide sequence is VHQVFGGAFRSLFGGMSW. The MHC is DRB4_0101 with pseudo-sequence DRB4_0103. The binding affinity (normalized) is 0. (3) The peptide sequence is KFPKFNRVFEIEFDI. The MHC is DRB1_0901 with pseudo-sequence DRB1_0901. The binding affinity (normalized) is 0.369. (4) The peptide sequence is LVVRMYLSSQAIRLV. The MHC is DRB1_0101 with pseudo-sequence DRB1_0101. The binding affinity (normalized) is 1.00. (5) The peptide sequence is KSVVVLNRKTFEREY. The MHC is DRB1_0701 with pseudo-sequence DRB1_0701. The binding affinity (normalized) is 0.226. (6) The peptide sequence is EKKYFAATQFEQLAA. The MHC is HLA-DPA10103-DPB10601 with pseudo-sequence HLA-DPA10103-DPB10601. The binding affinity (normalized) is 0.808. (7) The peptide sequence is INEPTAAAQAYGLDR. The MHC is HLA-DQA10501-DQB10301 with pseudo-sequence HLA-DQA10501-DQB10301. The binding affinity (normalized) is 0.517. (8) The peptide sequence is QFKRASPILRFLYAN. The MHC is DRB1_0401 with pseudo-sequence DRB1_0401. The binding affinity (normalized) is 0.824. (9) The peptide sequence is INEPTLAAIAYGLDR. The MHC is HLA-DQA10102-DQB10602 with pseudo-sequence HLA-DQA10102-DQB10602. The binding affinity (normalized) is 0.564.